This data is from Reaction yield outcomes from USPTO patents with 853,638 reactions. The task is: Predict the reaction yield, written as a fraction of the theoretical maximum amount of product (1.0 means a 100% yield; for example, 0.34 means a 34% yield). (1) The reactants are [NH2:1][C:2]1[N:7]=[CH:6][C:5]([O:8][C:9]2[CH:14]=[CH:13][N:12]=[C:11]([C:15]([NH2:17])=[O:16])[CH:10]=2)=[CH:4][CH:3]=1.[CH3:18][N:19]1[C:23]([CH3:24])=[C:22]([C:25](O)=[O:26])[C:21](=[O:28])[N:20]1[C:29]1[CH:34]=[CH:33][CH:32]=[CH:31][CH:30]=1.CCN=C=NCCCN(C)C.C1C=NC2N(O)N=NC=2C=1. The catalyst is C(Cl)Cl.O. The product is [CH3:18][N:19]1[C:23]([CH3:24])=[C:22]([C:25]([NH:1][C:2]2[N:7]=[CH:6][C:5]([O:8][C:9]3[CH:14]=[CH:13][N:12]=[C:11]([C:15]([NH2:17])=[O:16])[CH:10]=3)=[CH:4][CH:3]=2)=[O:26])[C:21](=[O:28])[N:20]1[C:29]1[CH:34]=[CH:33][CH:32]=[CH:31][CH:30]=1. The yield is 0.250. (2) The reactants are [Cl:1][C:2]1[C:3]([O:12][C:13]2[CH:18]=[C:17]([O:19][CH2:20][CH2:21][CH2:22][S:23]([CH3:26])(=[O:25])=[O:24])[CH:16]=[CH:15][C:14]=2/[CH:27]=[CH:28]/[C:29]([O:31]CC)=[O:30])=[N:4][CH:5]=[C:6]([C:8]([F:11])([F:10])[F:9])[CH:7]=1.[OH-].[Na+].Cl. The catalyst is O1CCCC1.C(O)C. The product is [Cl:1][C:2]1[C:3]([O:12][C:13]2[CH:18]=[C:17]([O:19][CH2:20][CH2:21][CH2:22][S:23]([CH3:26])(=[O:25])=[O:24])[CH:16]=[CH:15][C:14]=2/[CH:27]=[CH:28]/[C:29]([OH:31])=[O:30])=[N:4][CH:5]=[C:6]([C:8]([F:11])([F:9])[F:10])[CH:7]=1. The yield is 0.830. (3) The reactants are [CH3:1][NH:2][CH2:3][CH2:4][CH:5]([C:16]1[CH:21]=[CH:20][CH:19]=[CH:18][CH:17]=1)[O:6][C:7]1[CH:12]=[CH:11][C:10]([CH2:13][CH2:14][OH:15])=[CH:9][CH:8]=1.[O:22]=[C:23]1[O:29][C@H:28]([C@H:30]([CH2:32][OH:33])[OH:31])[C:26]([OH:27])=[C:24]1[OH:25]. The catalyst is CO. The product is [O:22]=[C:23]1[O:29][C@H:28]([C@H:30]([CH2:32][OH:33])[OH:31])[C:26]([OH:27])=[C:24]1[OH:25].[CH3:1][NH:2][CH2:3][CH2:4][CH:5]([C:16]1[CH:17]=[CH:18][CH:19]=[CH:20][CH:21]=1)[O:6][C:7]1[CH:12]=[CH:11][C:10]([CH2:13][CH2:14][OH:15])=[CH:9][CH:8]=1. The yield is 1.00. (4) The reactants are [N:1]#[C:2]Br.[NH2:4][C:5]1[CH:6]=[C:7]([CH:12]=[CH:13][C:14]=1[NH2:15])[C:8]([O:10]C)=[O:9].N.Cl. The catalyst is O.C(OCC)(=O)C. The product is [NH2:1][C:2]1[NH:15][C:14]2[CH:13]=[CH:12][C:7]([C:8]([OH:10])=[O:9])=[CH:6][C:5]=2[N:4]=1. The yield is 0.970.